This data is from Forward reaction prediction with 1.9M reactions from USPTO patents (1976-2016). The task is: Predict the product of the given reaction. (1) Given the reactants C1(P(C2C=CC=CC=2)C2C=CC=CC=2)C=CC=CC=1.[C:20]([Cl:24])(Cl)(Cl)Cl.[CH2:25]([S:27]([C:30]1[CH:50]=[CH:49][C:33]([CH2:34][C:35]2[C:44]3[C:39](=[CH:40][CH:41]=[C:42]([F:45])[CH:43]=3)[CH:38]=[C:37](CO)[C:36]=2[CH3:48])=[CH:32][CH:31]=1)(=[O:29])=[O:28])[CH3:26], predict the reaction product. The product is: [CH2:25]([S:27]([C:30]1[CH:50]=[CH:49][C:33]([CH2:34][C:35]2[C:44]3[C:39](=[CH:40][CH:41]=[C:42]([F:45])[CH:43]=3)[CH:38]=[C:37]([CH2:20][Cl:24])[C:36]=2[CH3:48])=[CH:32][CH:31]=1)(=[O:28])=[O:29])[CH3:26]. (2) Given the reactants [CH2:1]([O:8][C:9]([NH:11][C@@H:12]1[C:15](=[O:16])[NH:14][C@@H:13]1[CH2:17][N:18]1[C:22](=[O:23])[CH2:21][N:20]([C:24]([O:26][C:27]([CH3:30])([CH3:29])[CH3:28])=[O:25])[C:19]1=[O:31])=[O:10])[C:2]1[CH:7]=[CH:6][CH:5]=[CH:4][CH:3]=1.[BH4-].[Na+], predict the reaction product. The product is: [CH2:1]([O:8][C:9]([NH:11][C@@H:12]1[C:15](=[O:16])[NH:14][C@@H:13]1[CH2:17][N:18]1[CH:22]([OH:23])[CH2:21][N:20]([C:24]([O:26][C:27]([CH3:29])([CH3:28])[CH3:30])=[O:25])[C:19]1=[O:31])=[O:10])[C:2]1[CH:7]=[CH:6][CH:5]=[CH:4][CH:3]=1.